Dataset: Reaction yield outcomes from USPTO patents with 853,638 reactions. Task: Predict the reaction yield, written as a fraction of the theoretical maximum amount of product (1.0 means a 100% yield; for example, 0.34 means a 34% yield). The reactants are [CH3:1][O:2][C:3]1[CH:8]=[CH:7][C:6]([C:9]2[O:13][C:12]([CH3:14])=[C:11]([CH:15]([NH:20][C:21]3[CH:26]=[CH:25][C:24]([C:27]([N:29]([CH3:37])[CH2:30][CH2:31][C:32]([O:34]CC)=[O:33])=[O:28])=[CH:23][CH:22]=3)[CH2:16][CH:17]([CH3:19])[CH3:18])[CH:10]=2)=[CH:5][CH:4]=1.O1CCCC1.[OH-].[Li+]. The catalyst is C(O)C. The product is [CH3:1][O:2][C:3]1[CH:8]=[CH:7][C:6]([C:9]2[O:13][C:12]([CH3:14])=[C:11]([CH:15]([NH:20][C:21]3[CH:22]=[CH:23][C:24]([C:27]([N:29]([CH3:37])[CH2:30][CH2:31][C:32]([OH:34])=[O:33])=[O:28])=[CH:25][CH:26]=3)[CH2:16][CH:17]([CH3:19])[CH3:18])[CH:10]=2)=[CH:5][CH:4]=1. The yield is 0.340.